Regression. Given two drug SMILES strings and cell line genomic features, predict the synergy score measuring deviation from expected non-interaction effect. From a dataset of NCI-60 drug combinations with 297,098 pairs across 59 cell lines. (1) Drug 1: C1CC(=O)NC(=O)C1N2CC3=C(C2=O)C=CC=C3N. Drug 2: C1=NNC2=C1C(=O)NC=N2. Cell line: SF-295. Synergy scores: CSS=11.2, Synergy_ZIP=-0.160, Synergy_Bliss=3.60, Synergy_Loewe=5.81, Synergy_HSA=5.81. (2) Drug 1: C1CC(C1)(C(=O)O)C(=O)O.[NH2-].[NH2-].[Pt+2]. Drug 2: CC1CCCC2(C(O2)CC(NC(=O)CC(C(C(=O)C(C1O)C)(C)C)O)C(=CC3=CSC(=N3)C)C)C. Cell line: MOLT-4. Synergy scores: CSS=55.9, Synergy_ZIP=5.04, Synergy_Bliss=6.57, Synergy_Loewe=-22.3, Synergy_HSA=1.37.